Dataset: Forward reaction prediction with 1.9M reactions from USPTO patents (1976-2016). Task: Predict the product of the given reaction. (1) Given the reactants S(Cl)(Cl)=O.[NH2:5][C:6]1[CH:7]=[C:8]([CH:12]=[CH:13][C:14]=1[Cl:15])[C:9]([OH:11])=[O:10].[CH3:16]O, predict the reaction product. The product is: [CH3:16][O:10][C:9](=[O:11])[C:8]1[CH:12]=[CH:13][C:14]([Cl:15])=[C:6]([NH2:5])[CH:7]=1. (2) Given the reactants C(O[C:4]([C:6]1[CH:7]=[N:8][C:9]2[C:14]([C:15]=1[NH:16][CH:17]1[CH2:21][CH2:20][CH2:19][CH2:18]1)=[CH:13][CH:12]=[CH:11][C:10]=2[O:22][CH3:23])=[O:5])C.[F:24][C:25]1[CH:30]=[CH:29][CH:28]=[C:27]([N:31]=[C:32]=[O:33])[CH:26]=1, predict the reaction product. The product is: [CH:17]1([N:16]2[C:15]3[C:14]4[CH:13]=[CH:12][CH:11]=[C:10]([O:22][CH3:23])[C:9]=4[N:8]=[CH:7][C:6]=3[C:4](=[O:5])[N:31]([C:27]3[CH:28]=[CH:29][CH:30]=[C:25]([F:24])[CH:26]=3)[C:32]2=[O:33])[CH2:18][CH2:19][CH2:20][CH2:21]1. (3) Given the reactants OC(C(F)(F)F)=O.[CH3:8][C:9]1[C:14]([O:15][C:16]2[CH:24]=[C:23]([C:25]([F:28])([F:27])[F:26])[CH:22]=[CH:21][C:17]=2[C:18]([OH:20])=O)=[CH:13][CH:12]=[CH:11][N:10]=1.CN(C(ON1N=NC2C=CC=NC1=2)=[N+](C)C)C.F[P-](F)(F)(F)(F)F.[NH2:53][C:54]1[CH:55]=[C:56]([S:60]([NH2:63])(=[O:62])=[O:61])[CH:57]=[CH:58][CH:59]=1.C(N(CC)CC)C, predict the reaction product. The product is: [CH3:8][C:9]1[C:14]([O:15][C:16]2[CH:24]=[C:23]([C:25]([F:28])([F:27])[F:26])[CH:22]=[CH:21][C:17]=2[C:18]([NH:53][C:54]2[CH:59]=[CH:58][CH:57]=[C:56]([S:60](=[O:62])(=[O:61])[NH2:63])[CH:55]=2)=[O:20])=[CH:13][CH:12]=[CH:11][N:10]=1. (4) Given the reactants [C:1]([O:9]CC)(=O)[C:2]1[CH:7]=[CH:6][CH:5]=[N:4][CH:3]=1.[H-].[Na+].[C:14](#[N:16])[CH3:15], predict the reaction product. The product is: [O:9]=[C:1]([C:2]1[CH:3]=[N:4][CH:5]=[CH:6][CH:7]=1)[CH2:15][C:14]#[N:16]. (5) Given the reactants [C:1]1([C:7](=O)[CH2:8][C:9]2[CH:14]=[CH:13][CH:12]=[CH:11][CH:10]=2)[CH:6]=[CH:5][CH:4]=[CH:3][CH:2]=1.[CH2:16]([O:18][C:19]1[CH:20]=[C:21]([CH:24]=[C:25]([N+:28]([O-:30])=[O:29])[C:26]=1[OH:27])[CH:22]=O)[CH3:17].[NH2:31][C:32]([NH2:34])=[O:33].Cl, predict the reaction product. The product is: [CH2:16]([O:18][C:19]1[CH:20]=[C:21]([CH:22]2[C:8]([C:9]3[CH:14]=[CH:13][CH:12]=[CH:11][CH:10]=3)=[C:7]([C:1]3[CH:6]=[CH:5][CH:4]=[CH:3][CH:2]=3)[NH:34][C:32](=[O:33])[NH:31]2)[CH:24]=[C:25]([N+:28]([O-:30])=[O:29])[C:26]=1[OH:27])[CH3:17]. (6) Given the reactants Cl[C:2]1[N:7]=[C:6]([C:8]2[N:12]3[CH:13]=[CH:14][CH:15]=[CH:16][C:11]3=[N:10][C:9]=2[C:17]2[CH:18]=[CH:19][C:20]([O:34][CH3:35])=[C:21]([CH:33]=2)[C:22]([NH:24][C:25]2[C:30]([F:31])=[CH:29][CH:28]=[CH:27][C:26]=2[F:32])=[O:23])[CH:5]=[CH:4][N:3]=1.[CH2:36]([C:38]1[C:39]([N:47]2[CH2:52][CH2:51][N:50]([CH2:53][CH2:54][S:55]([CH3:58])(=[O:57])=[O:56])[CH2:49][CH2:48]2)=[CH:40][C:41]([O:45][CH3:46])=[C:42]([CH:44]=1)[NH2:43])[CH3:37].Cl.O1CCOCC1.N, predict the reaction product. The product is: [F:32][C:26]1[CH:27]=[CH:28][CH:29]=[C:30]([F:31])[C:25]=1[NH:24][C:22](=[O:23])[C:21]1[CH:33]=[C:17]([C:9]2[N:10]=[C:11]3[CH:16]=[CH:15][CH:14]=[CH:13][N:12]3[C:8]=2[C:6]2[CH:5]=[CH:4][N:3]=[C:2]([NH:43][C:42]3[CH:44]=[C:38]([CH2:36][CH3:37])[C:39]([N:47]4[CH2:52][CH2:51][N:50]([CH2:53][CH2:54][S:55]([CH3:58])(=[O:57])=[O:56])[CH2:49][CH2:48]4)=[CH:40][C:41]=3[O:45][CH3:46])[N:7]=2)[CH:18]=[CH:19][C:20]=1[O:34][CH3:35]. (7) Given the reactants [Br:1][C:2]1[C:3]([CH3:11])=[C:4]([CH:8]=[CH:9][CH:10]=1)[C:5]([OH:7])=O.[C:12]([CH:14]1[CH2:19][CH2:18][N:17]([CH3:20])[CH2:16][CH2:15]1)#[N:13], predict the reaction product. The product is: [Br:1][C:2]1[CH:10]=[CH:9][CH:8]=[C:4]2[C:3]=1[CH:11]=[C:12]([CH:14]1[CH2:19][CH2:18][N:17]([CH3:20])[CH2:16][CH2:15]1)[NH:13][C:5]2=[O:7]. (8) The product is: [Br:1][C:2]1[CH:11]=[CH:10][CH:9]=[C:8]2[C:3]=1[C:4](=[O:6])[N:27]([CH2:26][C:23]1[CH:22]=[CH:21][C:20]([C:18]3[CH:17]=[N:16][N:15]([CH3:14])[CH:19]=3)=[CH:25][CH:24]=1)[CH2:12]2. Given the reactants [Br:1][C:2]1[CH:11]=[CH:10][CH:9]=[C:8]([CH2:12]Br)[C:3]=1[C:4]([O:6]C)=O.[CH3:14][N:15]1[CH:19]=[C:18]([C:20]2[CH:25]=[CH:24][C:23]([CH2:26][NH2:27])=[CH:22][CH:21]=2)[CH:17]=[N:16]1.C(N(CC)CC)C, predict the reaction product.